Dataset: Catalyst prediction with 721,799 reactions and 888 catalyst types from USPTO. Task: Predict which catalyst facilitates the given reaction. Reactant: [CH3:1][O:2][C:3]1[CH:4]=[C:5]([N:11]2[CH2:16][C:15]3[CH:17]=[N:18][C:19]4[N:23](S(C5C=CC=CC=5)(=O)=O)[C:22]([C:33]([OH:35])=[O:34])=[CH:21][C:20]=4[C:14]=3[N:13]([CH3:36])[C:12]2=[O:37])[CH:6]=[C:7]([O:9][CH3:10])[CH:8]=1.[B-](F)(F)(F)[F:39].[B-](F)(F)(F)F.C1[N+]2(CCl)CC[N+](F)(CC2)C1. Product: [F:39][C:4]1[C:3]([O:2][CH3:1])=[CH:8][C:7]([O:9][CH3:10])=[CH:6][C:5]=1[N:11]1[CH2:16][C:15]2[CH:17]=[N:18][C:19]3[NH:23][C:22]([C:33]([OH:35])=[O:34])=[CH:21][C:20]=3[C:14]=2[N:13]([CH3:36])[C:12]1=[O:37]. The catalyst class is: 10.